From a dataset of Full USPTO retrosynthesis dataset with 1.9M reactions from patents (1976-2016). Predict the reactants needed to synthesize the given product. (1) Given the product [Cl:29][C:4]1[CH:5]=[C:6]([CH:23]=[C:24]([C:25]([F:28])([F:26])[F:27])[C:3]=1[CH2:2][N:37]1[CH2:38][CH2:39][CH2:40][C:35]2([NH:30][CH2:31][CH2:32][CH2:33][CH2:34]2)[CH2:36]1)[C:7]([NH:9][CH2:10][C:11]1[CH:16]=[C:15]([Cl:17])[CH:14]=[CH:13][C:12]=1[S:18]([CH2:21][CH3:22])(=[O:19])=[O:20])=[O:8], predict the reactants needed to synthesize it. The reactants are: Br[CH2:2][C:3]1[C:24]([C:25]([F:28])([F:27])[F:26])=[CH:23][C:6]([C:7]([NH:9][CH2:10][C:11]2[CH:16]=[C:15]([Cl:17])[CH:14]=[CH:13][C:12]=2[S:18]([CH2:21][CH3:22])(=[O:20])=[O:19])=[O:8])=[CH:5][C:4]=1[Cl:29].[N:30]1(C(OC(C)(C)C)=O)[C:35]2([CH2:40][CH2:39][CH2:38][NH:37][CH2:36]2)[CH2:34][CH2:33][CH2:32][CH2:31]1. (2) Given the product [Cl:22][C:23]1[CH:24]=[C:25]([NH:26][C:19]2[C:20]3[N:12]([CH2:11][CH2:10][OH:9])[CH:13]=[CH:14][C:15]=3[N:16]=[CH:17][N:18]=2)[CH:27]=[CH:28][C:29]=1[O:30][C:31]1[CH:39]=[CH:38][CH:37]=[C:36]2[C:32]=1[CH:33]=[CH:34][NH:35]2, predict the reactants needed to synthesize it. The reactants are: C([O:9][CH2:10][CH2:11][N:12]1[C:20]2[C:19](Cl)=[N:18][CH:17]=[N:16][C:15]=2[CH:14]=[CH:13]1)(=O)C1C=CC=CC=1.[Cl:22][C:23]1[CH:24]=[C:25]([CH:27]=[CH:28][C:29]=1[O:30][C:31]1[CH:39]=[CH:38][CH:37]=[C:36]2[C:32]=1[CH:33]=[CH:34][NH:35]2)[NH2:26].Cl.N1C=CC=CC=1.[OH-].[Na+].[Cl-].[NH4+]. (3) Given the product [Br:13][C:6]1[CH:7]=[N:8][C:9]2[C:4]([CH:5]=1)=[CH:3][C:2]([OH:14])=[CH:11][C:10]=2[CH3:12], predict the reactants needed to synthesize it. The reactants are: N[C:2]1[CH:3]=[C:4]2[C:9](=[C:10]([CH3:12])[CH:11]=1)[N:8]=[CH:7][C:6]([Br:13])=[CH:5]2.[OH2:14]. (4) The reactants are: Br[C:2]1[CH:11]=[C:10]2[C:5]([CH2:6][CH2:7][C:8](=[O:12])[CH2:9]2)=[CH:4][CH:3]=1.[CH3:13][N:14](CCN(C)C)C. Given the product [O:12]=[C:8]1[CH2:9][C:10]2[CH:11]=[C:2]([C:13]#[N:14])[CH:3]=[CH:4][C:5]=2[CH2:6][CH2:7]1, predict the reactants needed to synthesize it. (5) Given the product [Cl:26][C:18]1[N:17]=[C:16]([O:8][CH:5]2[CH2:6][CH2:7][C:2](=[O:1])[CH2:3][CH2:4]2)[C:25]2[C:20](=[N:21][CH:22]=[CH:23][N:24]=2)[CH:19]=1, predict the reactants needed to synthesize it. The reactants are: [OH:1][CH:2]1[CH2:7][CH2:6][C:5](=[O:8])[CH2:4][CH2:3]1.C([O-])([O-])=O.[Cs+].[Cs+].Cl[C:16]1[C:25]2[C:20](=[N:21][CH:22]=[CH:23][N:24]=2)[CH:19]=[C:18]([Cl:26])[N:17]=1. (6) Given the product [C:1]([O:5][C:6](=[O:18])[CH2:7][N:8]1[C:16]2[C:11](=[C:12]([O:17][CH2:26][CH2:25][C:24]3[S:23][C:22]([C:28]4[CH:29]=[CH:30][C:31]([C:34]([F:37])([F:35])[F:36])=[CH:32][CH:33]=4)=[N:21][C:20]=3[CH3:19])[CH:13]=[CH:14][CH:15]=2)[CH:10]=[CH:9]1)([CH3:4])([CH3:2])[CH3:3], predict the reactants needed to synthesize it. The reactants are: [C:1]([O:5][C:6](=[O:18])[CH2:7][N:8]1[C:16]2[C:11](=[C:12]([OH:17])[CH:13]=[CH:14][CH:15]=2)[CH:10]=[CH:9]1)([CH3:4])([CH3:3])[CH3:2].[CH3:19][C:20]1[N:21]=[C:22]([C:28]2[CH:33]=[CH:32][C:31]([C:34]([F:37])([F:36])[F:35])=[CH:30][CH:29]=2)[S:23][C:24]=1[CH2:25][CH2:26]O.C1(P(C2C=CC=CC=2)C2C=CC=CC=2)C=CC=CC=1.N(C(OC(C)(C)C)=O)=NC(OC(C)(C)C)=O. (7) Given the product [NH2:33][C:31]1[N:32]=[C:27]([NH:26][C:22]2[CH:21]=[C:20]([NH:1][C:2]3[CH:7]=[CH:6][CH:5]=[CH:4][CH:3]=3)[N:25]=[CH:24][N:23]=2)[CH:28]=[CH:29][CH:30]=1, predict the reactants needed to synthesize it. The reactants are: [NH2:1][C:2]1[CH:7]=[CH:6][CH:5]=[CH:4][CH:3]=1.C([O-])([O-])=O.[K+].[K+].COC1C=C(C=CC=1)O[C:20]1[N:25]=[CH:24][N:23]=[C:22]([NH:26][C:27]2[N:32]=[C:31]([NH:33]C(=O)C=C)[CH:30]=[CH:29][CH:28]=2)[CH:21]=1. (8) Given the product [NH2:1][C:4]1[CH:5]=[C:6]2[C:10](=[CH:11][CH:12]=1)[NH:9][C:8]([CH2:13][C:14]([NH2:16])=[O:15])=[C:7]2[S:17]([C:20]1[CH:21]=[C:22]([CH3:27])[CH:23]=[C:24]([CH3:26])[CH:25]=1)(=[O:19])=[O:18], predict the reactants needed to synthesize it. The reactants are: [N+:1]([C:4]1[CH:5]=[C:6]2[C:10](=[CH:11][CH:12]=1)[NH:9][C:8]([CH2:13][C:14]([NH2:16])=[O:15])=[C:7]2[S:17]([C:20]1[CH:25]=[C:24]([CH3:26])[CH:23]=[C:22]([CH3:27])[CH:21]=1)(=[O:19])=[O:18])([O-])=O.[H][H]. (9) Given the product [N:19]1[C:20]2[CH:26]=[CH:25][CH:24]=[CH:23][C:21]=2[NH:22][C:18]=1[NH:17][C:11]([C:4]1[C:5](=[O:10])[N:6]([CH3:9])[C:7]([CH3:8])=[C:2]([Cl:1])[C:3]=1[OH:16])=[O:13], predict the reactants needed to synthesize it. The reactants are: [Cl:1][C:2]1[C:3]([OH:16])=[C:4]([C:11]([O:13]CC)=O)[C:5](=[O:10])[N:6]([CH3:9])[C:7]=1[CH3:8].[NH2:17][C:18]1[NH:19][C:20]2[CH:26]=[CH:25][CH:24]=[CH:23][C:21]=2[N:22]=1.BrC1C=CC=CC=1.